From a dataset of Retrosynthesis with 50K atom-mapped reactions and 10 reaction types from USPTO. Predict the reactants needed to synthesize the given product. (1) The reactants are: CCCCCCOc1ccc(C=CC(C)=CC=CC(=O)OC)cc1. Given the product CCCCCCOc1ccc(C=CC(C)=CC=CC(=O)O)cc1, predict the reactants needed to synthesize it. (2) The reactants are: C[C@@H]1CN(c2cccc([N+](=O)[O-])c2)C(=O)CN1.O=C(OC(=O)C(F)(F)F)C(F)(F)F. Given the product C[C@@H]1CN(c2cccc([N+](=O)[O-])c2)C(=O)CN1C(=O)C(F)(F)F, predict the reactants needed to synthesize it. (3) The reactants are: BrCCOC1CCCCO1.COC(=O)c1ccc(OC)c(OC2CCCC2)c1NC(C)=O. Given the product COC(=O)c1ccc(OC)c(OC2CCCC2)c1N(CCOC1CCCCO1)C(C)=O, predict the reactants needed to synthesize it. (4) Given the product CCOP(=O)(OCC)C(CCCCNCc1ccccc1)P(=O)(OCC)OCC, predict the reactants needed to synthesize it. The reactants are: CCOP(=O)(OCC)C(CCCCNC(=O)c1ccccc1)P(=O)(OCC)OCC. (5) Given the product Cc1cn[nH]c1C(=O)Nc1ccc(F)c([C@@]2(C)N=C(N)OCC2(F)F)c1, predict the reactants needed to synthesize it. The reactants are: C[C@]1(c2cc(N)ccc2F)N=C(N)OCC1(F)F.Cc1cn[nH]c1C(=O)O.